Dataset: Catalyst prediction with 721,799 reactions and 888 catalyst types from USPTO. Task: Predict which catalyst facilitates the given reaction. (1) Reactant: Cl[CH2:2][CH2:3][CH2:4][CH2:5][O:6][C:7]1[CH:8]=[N:9][CH:10]=[CH:11][CH:12]=1.[CH3:13][NH:14][CH3:15]. Product: [CH3:13][N:14]([CH3:15])[CH2:2][CH2:3][CH2:4][CH2:5][O:6][C:7]1[CH:8]=[N:9][CH:10]=[CH:11][CH:12]=1. The catalyst class is: 5. (2) Reactant: [H-].[Na+].[CH3:3][C:4]1[CH:8]=[CH:7][NH:6][N:5]=1.N#N.F[C:12]1[CH:13]=[N:14][CH:15]=[CH:16][CH:17]=1. Product: [CH3:3][C:4]1[CH:8]=[CH:7][N:6]([C:12]2[CH:13]=[N:14][CH:15]=[CH:16][CH:17]=2)[N:5]=1. The catalyst class is: 58. (3) Reactant: Cl.Cl.[Cl:3][C:4]1[C:9]([O:10][CH2:11][C:12]2[CH:17]=[CH:16][N:15]=[CH:14][CH:13]=2)=[CH:8][CH:7]=[CH:6][C:5]=1[NH:18][C:19](=[O:34])[CH:20]=[CH:21][C:22]1[CH:27]=[CH:26][C:25]([O:28][CH3:29])=[C:24]([O:30]C(=O)C)[CH:23]=1. Product: [ClH:3].[Cl:3][C:4]1[C:9]([O:10][CH2:11][C:12]2[CH:17]=[CH:16][N:15]=[CH:14][CH:13]=2)=[CH:8][CH:7]=[CH:6][C:5]=1[NH:18][C:19](=[O:34])/[CH:20]=[CH:21]/[C:22]1[CH:27]=[CH:26][C:25]([O:28][CH3:29])=[C:24]([OH:30])[CH:23]=1. The catalyst class is: 1.